Dataset: Reaction yield outcomes from USPTO patents with 853,638 reactions. Task: Predict the reaction yield, written as a fraction of the theoretical maximum amount of product (1.0 means a 100% yield; for example, 0.34 means a 34% yield). (1) The reactants are [F:1][C:2]1[CH:3]=[C:4]([N:9]2[CH2:13][CH2:12][CH2:11][CH:10]2[C:14]2[CH:15]=[C:16]([C:31](O)=[O:32])[CH:17]=[C:18]3[C:23]=2[O:22][C:21]([N:24]2[CH2:29][CH2:28][O:27][CH2:26][CH2:25]2)=[CH:20][C:19]3=[O:30])[CH:5]=[C:6]([F:8])[CH:7]=1.[NH:34]1[CH2:39][CH2:38][CH:37]([OH:40])[CH2:36][CH2:35]1. No catalyst specified. The product is [F:8][C:6]1[CH:5]=[C:4]([N:9]2[CH2:13][CH2:12][CH2:11][CH:10]2[C:14]2[CH:15]=[C:16]([C:31]([N:34]3[CH2:39][CH2:38][CH:37]([OH:40])[CH2:36][CH2:35]3)=[O:32])[CH:17]=[C:18]3[C:23]=2[O:22][C:21]([N:24]2[CH2:25][CH2:26][O:27][CH2:28][CH2:29]2)=[CH:20][C:19]3=[O:30])[CH:3]=[C:2]([F:1])[CH:7]=1. The yield is 0.660. (2) The reactants are Cl[C:2]1[C:10]([N+:11]([O-:13])=[O:12])=[CH:9][C:8]([C:14]([F:17])([F:16])[F:15])=[CH:7][C:3]=1[C:4](Cl)=O.[S-:18][C:19]#[N:20].[NH4+].C1OCCOCCOCCOCCOCCOC1.[NH:40]1[CH2:45][CH2:44][O:43][CH2:42][CH2:41]1.COC1C=CC(P2(SP(C3C=CC(OC)=CC=3)(=S)S2)=[S:55])=CC=1. The catalyst is C1(C)C=CC=CC=1.O. The product is [N:40]1([C:19]2[S:18][C:2]3[C:10]([N+:11]([O-:13])=[O:12])=[CH:9][C:8]([C:14]([F:17])([F:16])[F:15])=[CH:7][C:3]=3[C:4](=[S:55])[N:20]=2)[CH2:45][CH2:44][O:43][CH2:42][CH2:41]1. The yield is 0.390.